The task is: Predict the product of the given reaction.. This data is from Forward reaction prediction with 1.9M reactions from USPTO patents (1976-2016). Given the reactants Br[C:2]1[C:3]([CH:15]=[O:16])=[C:4]([N:8]2[CH:12]=[CH:11][C:10]([C:13]#[N:14])=[N:9]2)[CH:5]=[CH:6][CH:7]=1.[C:17]([C:21]1[CH:22]=[C:23]2[C:28](=[C:29]([F:31])[CH:30]=1)[C:27](=[O:32])[NH:26][N:25]=[CH:24]2)([CH3:20])([CH3:19])[CH3:18].C(=O)(O)[O-:34].[Na+].[NH4+].[Cl-], predict the reaction product. The product is: [C:17]([C:21]1[CH:22]=[C:23]2[C:28](=[C:29]([F:31])[CH:30]=1)[C:27](=[O:32])[N:26]([C:2]1[C:3]([CH2:15][OH:16])=[C:4]([N:8]3[CH:12]=[CH:11][C:10]([C:13]([NH2:14])=[O:34])=[N:9]3)[CH:5]=[CH:6][CH:7]=1)[N:25]=[CH:24]2)([CH3:20])([CH3:18])[CH3:19].